This data is from Reaction yield outcomes from USPTO patents with 853,638 reactions. The task is: Predict the reaction yield, written as a fraction of the theoretical maximum amount of product (1.0 means a 100% yield; for example, 0.34 means a 34% yield). (1) The reactants are [C:1]1([C:7]2[C:8](I)=[C:9]3[CH2:14][CH2:13][CH2:12][N:10]3[N:11]=2)[CH:6]=[CH:5][CH:4]=[CH:3][CH:2]=1.[F:16][C:17]1[CH:22]=[C:21](B2OC(C)(C)C(C)(C)O2)[CH:20]=[CH:19][N:18]=1.C([O-])([O-])=O.[Cs+].[Cs+].O. The catalyst is C1COCC1.C1C=CC(P(C2C=CC=CC=2)[C-]2C=CC=C2)=CC=1.C1C=CC(P(C2C=CC=CC=2)[C-]2C=CC=C2)=CC=1.Cl[Pd]Cl.[Fe+2]. The product is [F:16][C:17]1[CH:22]=[C:21]([C:8]2[C:7]([C:1]3[CH:6]=[CH:5][CH:4]=[CH:3][CH:2]=3)=[N:11][N:10]3[CH2:12][CH2:13][CH2:14][C:9]=23)[CH:20]=[CH:19][N:18]=1. The yield is 0.570. (2) The reactants are BrC1C(C)=C(C(OC)=C(C(C)(C)C)C=1)C(OC)=O.COC1C=CC(B(O)O)=C(C)C=1.[C:31]([C:35]1[C:36]([O:55]C)=[C:37]([C:51]([O:53]C)=[O:52])[C:38]([CH3:50])=[C:39]([C:41]2[CH:46]=[CH:45][C:44]([O:47][CH3:48])=[CH:43][C:42]=2[CH3:49])[CH:40]=1)([CH3:34])([CH3:33])[CH3:32]. No catalyst specified. The product is [C:31]([C:35]1[C:36]([OH:55])=[C:37]([C:51]([OH:53])=[O:52])[C:38]([CH3:50])=[C:39]([C:41]2[CH:46]=[CH:45][C:44]([O:47][CH3:48])=[CH:43][C:42]=2[CH3:49])[CH:40]=1)([CH3:34])([CH3:32])[CH3:33]. The yield is 0.390.